From a dataset of NCI-60 drug combinations with 297,098 pairs across 59 cell lines. Regression. Given two drug SMILES strings and cell line genomic features, predict the synergy score measuring deviation from expected non-interaction effect. Drug 1: C(CC(=O)O)C(=O)CN.Cl. Drug 2: CCC1(C2=C(COC1=O)C(=O)N3CC4=CC5=C(C=CC(=C5CN(C)C)O)N=C4C3=C2)O.Cl. Cell line: HCT-15. Synergy scores: CSS=7.49, Synergy_ZIP=2.40, Synergy_Bliss=3.66, Synergy_Loewe=-38.8, Synergy_HSA=-7.03.